The task is: Predict the product of the given reaction.. This data is from Forward reaction prediction with 1.9M reactions from USPTO patents (1976-2016). (1) Given the reactants [C:1]([N:8]1[CH2:13][CH2:12][CH:11](CBr)[CH2:10][CH2:9]1)([O:3][C:4]([CH3:7])([CH3:6])[CH3:5])=[O:2].[H-].[Na+].C(OC([C:24]1[CH:25](C2C=CC=C(Cl)C=2)[N:26]=[C:27](OC)[NH:28][C:29]=1C)=O)(C)C.N1CCCCC1.N1C=CC=NC1, predict the reaction product. The product is: [NH:28]1[CH:29]=[CH:24][CH:25]=[N:26][CH2:27]1.[C:1]([N:8]1[CH2:9][CH2:10][CH2:11][CH2:12][CH2:13]1)([O:3][C:4]([CH3:7])([CH3:6])[CH3:5])=[O:2]. (2) Given the reactants Cl[CH:2]([C:14]1[CH:19]=[CH:18][CH:17]=[CH:16][CH:15]=1)[C:3]([C:5]1[C:13]2[C:8](=[CH:9][CH:10]=[CH:11][CH:12]=2)[NH:7][CH:6]=1)=[O:4].[CH3:20][O:21][C:22]1[CH:23]=[C:24]([CH:26]=[CH:27][CH:28]=1)[NH2:25].CCN(C(C)C)C(C)C, predict the reaction product. The product is: [NH:7]1[C:8]2[C:13](=[CH:12][CH:11]=[CH:10][CH:9]=2)[C:5]([C:3](=[O:4])[CH:2]([NH:25][C:24]2[CH:26]=[CH:27][CH:28]=[C:22]([O:21][CH3:20])[CH:23]=2)[C:14]2[CH:19]=[CH:18][CH:17]=[CH:16][CH:15]=2)=[CH:6]1.